This data is from Full USPTO retrosynthesis dataset with 1.9M reactions from patents (1976-2016). The task is: Predict the reactants needed to synthesize the given product. (1) Given the product [F:38][C:35]1[CH:36]=[CH:37][C:32]([CH2:31][NH:30][C:28]([C:14]2[C:15]([NH:16][CH:17]3[CH:24]4[CH2:25][CH:20]5[CH2:21][C:22]([OH:27])([CH2:26][CH:18]3[CH2:19]5)[CH2:23]4)=[C:10]3[N:9]=[CH:8][NH:7][C:11]3=[N:12][CH:13]=2)=[O:29])=[CH:33][CH:34]=1, predict the reactants needed to synthesize it. The reactants are: COC1C=C(C=CC=1OC)C[N:7]1[C:11]2=[N:12][CH:13]=[C:14]([C:28]([NH:30][CH2:31][C:32]3[CH:37]=[CH:36][C:35]([F:38])=[CH:34][CH:33]=3)=[O:29])[C:15]([NH:16][CH:17]3[CH:24]4[CH2:25][CH:20]5[CH2:21][C:22]([OH:27])([CH2:26][CH:18]3[CH2:19]5)[CH2:23]4)=[C:10]2[N:9]=[CH:8]1.FC(F)(F)C(O)=O.C(=O)([O-])O.[Na+]. (2) Given the product [CH3:19][O:20][CH:21]1[CH2:26][CH2:25][N:24]([C:16]([C:14]2[S:15][C:11]([C:3]3[C:2]([CH3:1])=[C:6]([C:7]([F:8])([F:9])[F:10])[O:5][N:4]=3)=[CH:12][CH:13]=2)=[O:18])[CH2:23][CH2:22]1, predict the reactants needed to synthesize it. The reactants are: [CH3:1][C:2]1[C:3]([C:11]2[S:15][C:14]([C:16]([OH:18])=O)=[CH:13][CH:12]=2)=[N:4][O:5][C:6]=1[C:7]([F:10])([F:9])[F:8].[CH3:19][O:20][CH:21]1[CH2:26][CH2:25][NH:24][CH2:23][CH2:22]1. (3) Given the product [Cl:1][C:2]1[CH:11]=[C:10]([CH:12]([NH2:34])[CH3:13])[C:9]([N:15]2[CH2:20][CH2:19][CH:18]([O:21][C:22]3[CH:27]=[CH:26][CH:25]=[CH:24][CH:23]=3)[CH2:17][CH2:16]2)=[C:8]2[C:3]=1[CH:4]=[CH:5][CH:6]=[N:7]2, predict the reactants needed to synthesize it. The reactants are: [Cl:1][C:2]1[CH:11]=[C:10]([C:12](=O)[CH3:13])[C:9]([N:15]2[CH2:20][CH2:19][CH:18]([O:21][C:22]3[CH:27]=[CH:26][CH:25]=[CH:24][CH:23]=3)[CH2:17][CH2:16]2)=[C:8]2[C:3]=1[CH:4]=[CH:5][CH:6]=[N:7]2.C([O-])(=O)C.[NH4+].C([BH3-])#[N:34].[Na+].O1CCCC1. (4) Given the product [ClH:3].[ClH:3].[NH2:5][C:6]1[C:7]([CH3:37])=[CH:8][C:9]([O:10][C:11]2[CH:12]=[CH:13][C:14]3[N:18]=[C:17]([CH2:19][O:20][C:21]4[CH:31]=[CH:30][C:24]([C:25]([OH:27])=[O:26])=[CH:23][CH:22]=4)[N:16]([CH3:32])[C:15]=3[CH:33]=2)=[CH:34][C:35]=1[CH3:36], predict the reactants needed to synthesize it. The reactants are: [OH-].[Na+].[ClH:3].Cl.[NH2:5][C:6]1[C:35]([CH3:36])=[CH:34][C:9]([O:10][C:11]2[CH:12]=[CH:13][C:14]3[N:18]=[C:17]([CH2:19][O:20][C:21]4[CH:31]=[CH:30][C:24]([C:25]([O:27]CC)=[O:26])=[CH:23][CH:22]=4)[N:16]([CH3:32])[C:15]=3[CH:33]=2)=[CH:8][C:7]=1[CH3:37].Cl. (5) The reactants are: [CH:1]([NH:4][C:5]1[N:10]=[C:9]([O:11]C)[C:8]([C:13]2[N:18]=[CH:17][C:16]([O:19][C:20]3[CH:25]=[CH:24][N:23]=[C:22]([C:26]([NH:28][CH3:29])=[O:27])[CH:21]=3)=[CH:15][CH:14]=2)=[CH:7][N:6]=1)([CH3:3])[CH3:2].I[Si](C)(C)C.C(Cl)Cl.C1COCC1. Given the product [CH:1]([NH:4][C:5]1[NH:10][C:9](=[O:11])[C:8]([C:13]2[N:18]=[CH:17][C:16]([O:19][C:20]3[CH:25]=[CH:24][N:23]=[C:22]([C:26]([NH:28][CH3:29])=[O:27])[CH:21]=3)=[CH:15][CH:14]=2)=[CH:7][N:6]=1)([CH3:3])[CH3:2], predict the reactants needed to synthesize it. (6) Given the product [N:1]1[CH:6]=[CH:5][CH:4]=[CH:3][C:2]=1[CH2:7][N:8]1[CH2:13][CH2:12][C:11]2([CH2:22][C:21](=[O:23])[C:20]3[C:15](=[CH:16][CH:17]=[C:18](/[CH:24]=[CH:25]/[C:26]([NH:33][OH:34])=[O:28])[CH:19]=3)[O:14]2)[CH2:10][CH2:9]1, predict the reactants needed to synthesize it. The reactants are: [N:1]1[CH:6]=[CH:5][CH:4]=[CH:3][C:2]=1[CH2:7][N:8]1[CH2:13][CH2:12][C:11]2([CH2:22][C:21](=[O:23])[C:20]3[C:15](=[CH:16][CH:17]=[C:18](/[CH:24]=[CH:25]/[C:26]([OH:28])=O)[CH:19]=3)[O:14]2)[CH2:10][CH2:9]1.C(Cl)CCl.[NH2:33][O:34]C1CCCCO1.